This data is from Merck oncology drug combination screen with 23,052 pairs across 39 cell lines. The task is: Regression. Given two drug SMILES strings and cell line genomic features, predict the synergy score measuring deviation from expected non-interaction effect. (1) Synergy scores: synergy=-27.7. Drug 1: O=C(CCCCCCC(=O)Nc1ccccc1)NO. Cell line: T47D. Drug 2: Cn1cc(-c2cnn3c(N)c(Br)c(C4CCCNC4)nc23)cn1. (2) Drug 1: O=S1(=O)NC2(CN1CC(F)(F)F)C1CCC2Cc2cc(C=CCN3CCC(C(F)(F)F)CC3)ccc2C1. Drug 2: N.N.O=C(O)C1(C(=O)O)CCC1.[Pt]. Cell line: SW837. Synergy scores: synergy=6.09. (3) Drug 1: CC(C)CC(NC(=O)C(Cc1ccccc1)NC(=O)c1cnccn1)B(O)O. Drug 2: CNC(=O)c1cc(Oc2ccc(NC(=O)Nc3ccc(Cl)c(C(F)(F)F)c3)cc2)ccn1. Cell line: OVCAR3. Synergy scores: synergy=-27.5. (4) Drug 1: CC1CC2C3CCC4=CC(=O)C=CC4(C)C3(F)C(O)CC2(C)C1(O)C(=O)CO. Cell line: CAOV3. Synergy scores: synergy=-13.4. Drug 2: CC(C)CC(NC(=O)C(Cc1ccccc1)NC(=O)c1cnccn1)B(O)O. (5) Drug 1: N#Cc1ccc(Cn2cncc2CN2CCN(c3cccc(Cl)c3)C(=O)C2)cc1. Drug 2: COC1CC2CCC(C)C(O)(O2)C(=O)C(=O)N2CCCCC2C(=O)OC(C(C)CC2CCC(OP(C)(C)=O)C(OC)C2)CC(=O)C(C)C=C(C)C(O)C(OC)C(=O)C(C)CC(C)C=CC=CC=C1C. Cell line: NCIH1650. Synergy scores: synergy=45.5. (6) Drug 1: CN(Cc1cnc2nc(N)nc(N)c2n1)c1ccc(C(=O)NC(CCC(=O)O)C(=O)O)cc1. Drug 2: N#Cc1ccc(Cn2cncc2CN2CCN(c3cccc(Cl)c3)C(=O)C2)cc1. Cell line: T47D. Synergy scores: synergy=-24.7.